From a dataset of NCI-60 drug combinations with 297,098 pairs across 59 cell lines. Regression. Given two drug SMILES strings and cell line genomic features, predict the synergy score measuring deviation from expected non-interaction effect. Drug 1: C1CCN(CC1)CCOC2=CC=C(C=C2)C(=O)C3=C(SC4=C3C=CC(=C4)O)C5=CC=C(C=C5)O. Drug 2: CC1C(C(CC(O1)OC2CC(OC(C2O)C)OC3=CC4=CC5=C(C(=O)C(C(C5)C(C(=O)C(C(C)O)O)OC)OC6CC(C(C(O6)C)O)OC7CC(C(C(O7)C)O)OC8CC(C(C(O8)C)O)(C)O)C(=C4C(=C3C)O)O)O)O. Cell line: LOX IMVI. Synergy scores: CSS=47.1, Synergy_ZIP=18.3, Synergy_Bliss=17.4, Synergy_Loewe=16.4, Synergy_HSA=19.1.